Dataset: Full USPTO retrosynthesis dataset with 1.9M reactions from patents (1976-2016). Task: Predict the reactants needed to synthesize the given product. (1) Given the product [CH:1]1([NH:4][C:5]2[N:10]3[N:11]=[CH:12][C:13](/[CH:14]=[C:28]4\[NH:22][C:23](=[O:24])[NH:25][C:26]\4=[O:27])=[C:9]3[N:8]=[C:7]([NH:16][C:17]([CH:19]3[CH2:20][CH2:21]3)=[O:18])[CH:6]=2)[CH2:3][CH2:2]1, predict the reactants needed to synthesize it. The reactants are: [CH:1]1([NH:4][C:5]2[N:10]3[N:11]=[CH:12][C:13]([CH:14]=O)=[C:9]3[N:8]=[C:7]([NH:16][C:17]([CH:19]3[CH2:21][CH2:20]3)=[O:18])[CH:6]=2)[CH2:3][CH2:2]1.[NH:22]1[CH2:28][C:26](=[O:27])[NH:25][C:23]1=[O:24].N1CCCCC1. (2) Given the product [CH2:1]([O:4][C:5]1[CH:26]=[C:25]([O:27][CH2:28][CH:29]=[CH2:30])[C:24]([CH:31]([C:33]#[CH:34])[CH3:32])=[CH:23][C:6]=1[C:7](=[N:36][NH2:37])[NH:9][C:10]1[CH:15]=[CH:14][C:13]([N:9]2[CH2:10][CH2:11][O:35][CH2:6][CH2:7]2)=[CH:12][CH:11]=1)[CH:2]=[CH2:3], predict the reactants needed to synthesize it. The reactants are: [CH2:1]([O:4][C:5]1[CH:26]=[C:25]([O:27][CH2:28][CH:29]=[CH2:30])[C:24]([CH:31]([C:33]#[CH:34])[CH3:32])=[CH:23][C:6]=1[C:7]([NH:9][C:10]1[CH:15]=[CH:14][C:13](CN2CCOCC2)=[CH:12][CH:11]=1)=S)[CH:2]=[CH2:3].[OH2:35].[NH2:36][NH2:37]. (3) Given the product [Cl:1][C:2]1[CH:3]=[CH:4][C:5]2[N:6]([C:10]([C:14]3[CH:15]=[CH:16][C:17]([C:18]#[N:19])=[CH:20][CH:21]=3)=[C:11]([CH3:12])[N:8]=2)[N:7]=1, predict the reactants needed to synthesize it. The reactants are: [Cl:1][C:2]1[N:7]=[N:6][C:5]([NH2:8])=[CH:4][CH:3]=1.Cl[CH:10]([C:14]1[CH:21]=[CH:20][C:17]([C:18]#[N:19])=[CH:16][CH:15]=1)[C:11](=O)[CH3:12].C([O-])(O)=O.[Na+]. (4) Given the product [NH2:1][C:2]1[CH:7]=[CH:6][C:5]([CH2:8][C:9]([NH:18][CH3:17])=[O:10])=[CH:4][C:3]=1[Br:12], predict the reactants needed to synthesize it. The reactants are: [NH2:1][C:2]1[CH:7]=[CH:6][C:5]([CH2:8][C:9](O)=[O:10])=[CH:4][C:3]=1[Br:12].C[Si]([CH:17]=[N+:18]=[N-])(C)C.C(OCC)C. (5) The reactants are: [N+:1]([C:4]1[CH:22]=[C:21]([C:23]2[C:28]([C:29]([F:32])([F:31])[F:30])=[CH:27][CH:26]=[CH:25][N:24]=2)[CH:20]=[CH:19][C:5]=1[C:6]([NH:8][C:9]1[CH:14]=[CH:13][C:12]([C:15]([F:18])([F:17])[F:16])=[CH:11][CH:10]=1)=[O:7])([O-])=O.CCOC(C)=O. Given the product [NH2:1][C:4]1[CH:22]=[C:21]([C:23]2[C:28]([C:29]([F:32])([F:30])[F:31])=[CH:27][CH:26]=[CH:25][N:24]=2)[CH:20]=[CH:19][C:5]=1[C:6]([NH:8][C:9]1[CH:14]=[CH:13][C:12]([C:15]([F:16])([F:18])[F:17])=[CH:11][CH:10]=1)=[O:7], predict the reactants needed to synthesize it.